Dataset: Forward reaction prediction with 1.9M reactions from USPTO patents (1976-2016). Task: Predict the product of the given reaction. (1) Given the reactants [NH2:1][C:2]1[N:10]=[C:9]([C:11]([NH:13][CH2:14][CH:15]2[CH2:17][CH2:16]2)=[O:12])[N:8]=[C:7]2[C:3]=1[NH:4][C:5](=O)[N:6]2[CH2:18][C:19]1[CH:24]=[CH:23][CH:22]=[CH:21][CH:20]=1.C(N(CC)CC)C.[CH3:33][O:34][C:35]1[CH:42]=[CH:41][C:38]([CH2:39]Cl)=[CH:37][CH:36]=1, predict the reaction product. The product is: [NH2:1][C:2]1[N:10]=[C:9]([C:11]([NH:13][CH2:14][CH:15]2[CH2:16][CH2:17]2)=[O:12])[N:8]=[C:7]2[C:3]=1[NH:4][CH:5]([CH2:39][C:38]1[CH:41]=[CH:42][C:35]([O:34][CH3:33])=[CH:36][CH:37]=1)[N:6]2[CH2:18][C:19]1[CH:24]=[CH:23][CH:22]=[CH:21][CH:20]=1. (2) The product is: [NH2:21][C:9]1[C:8]2[N:7]=[C:6]([CH2:19][OH:20])[N:5]([CH2:1][CH2:2][CH2:3][CH3:4])[C:17]=2[C:16]2[CH:15]=[CH:14][CH:13]=[CH:12][C:11]=2[N:10]=1. Given the reactants [CH2:1]([N:5]1[C:17]2[C:16]3[CH:15]=[CH:14][CH:13]=[CH:12][C:11]=3[N:10]=[C:9](Cl)[C:8]=2[N:7]=[C:6]1[CH2:19][OH:20])[CH2:2][CH2:3][CH3:4].[NH3:21], predict the reaction product. (3) The product is: [OH:8][CH2:7][CH:5]([NH:6][S:25]([C:22]1[CH:21]=[CH:20][C:19]([O:18][CH3:17])=[CH:24][CH:23]=1)(=[O:27])=[O:26])[C:4]([O:3][CH3:2])=[O:9]. Given the reactants Cl.[CH3:2][O:3][C:4](=[O:9])[CH:5]([CH2:7][OH:8])[NH2:6].CCN(CC)CC.[CH3:17][O:18][C:19]1[CH:24]=[CH:23][C:22]([S:25](Cl)(=[O:27])=[O:26])=[CH:21][CH:20]=1, predict the reaction product. (4) The product is: [CH3:21][O:20][C:15]1[N:16]=[CH:17][CH:18]=[C:19]2[C:11]([C:3]3[CH:4]=[C:5]([N+:8]([O-:10])=[O:9])[CH:6]=[CH:7][C:2]=3[NH:23][C:24]3[CH:29]=[CH:28][CH:27]=[CH:26][N:25]=3)=[CH:12][N:13]([CH3:22])[C:14]=12. Given the reactants F[C:2]1[CH:7]=[CH:6][C:5]([N+:8]([O-:10])=[O:9])=[CH:4][C:3]=1[C:11]1[C:19]2[C:14](=[C:15]([O:20][CH3:21])[N:16]=[CH:17][CH:18]=2)[N:13]([CH3:22])[CH:12]=1.[NH2:23][C:24]1[CH:29]=[CH:28][CH:27]=[CH:26][N:25]=1.CC([O-])(C)C.[K+], predict the reaction product. (5) Given the reactants [CH3:1][O:2][C:3]1[CH:12]=[C:11]2[C:6]([CH:7]=[CH:8][C:9](=[O:16])[N:10]2[CH2:13][CH:14]=O)=[CH:5][CH:4]=1.[C:17]([O:21][C:22](=[O:30])[NH:23][CH:24]1[CH2:29][CH2:28][NH:27][CH2:26][CH2:25]1)([CH3:20])([CH3:19])[CH3:18].C(O[BH-](OC(=O)C)OC(=O)C)(=O)C.[Na+].C(=O)([O-])O.[Na+], predict the reaction product. The product is: [C:17]([O:21][C:22](=[O:30])[NH:23][CH:24]1[CH2:29][CH2:28][N:27]([CH2:14][CH2:13][N:10]2[C:11]3[C:6](=[CH:5][CH:4]=[C:3]([O:2][CH3:1])[CH:12]=3)[CH:7]=[CH:8][C:9]2=[O:16])[CH2:26][CH2:25]1)([CH3:20])([CH3:18])[CH3:19]. (6) Given the reactants [S:1]1[CH:5]=[CH:4][C:3]([CH2:6][C:7]([O:9][CH3:10])=[O:8])=[CH:2]1.[Li+].C[Si]([N-][Si](C)(C)C)(C)C.Br[CH2:22][N:23]1[C:27](=[O:28])[C:26]2=[CH:29][CH:30]=[CH:31][CH:32]=[C:25]2[C:24]1=[O:33], predict the reaction product. The product is: [O:33]=[C:24]1[C:25]2[C:26](=[CH:29][CH:30]=[CH:31][CH:32]=2)[C:27](=[O:28])[N:23]1[CH2:22][CH:6]([C:3]1[CH:4]=[CH:5][S:1][CH:2]=1)[C:7]([O:9][CH3:10])=[O:8].